Predict which catalyst facilitates the given reaction. From a dataset of Catalyst prediction with 721,799 reactions and 888 catalyst types from USPTO. (1) Reactant: [CH2:1]([O:4][C:5]1[N:10]=[N:9][C:8]([NH2:11])=[CH:7][CH:6]=1)[CH2:2][CH3:3].Br[CH2:13][C:14]([C:16]1[CH:21]=[CH:20][C:19]([O:22][CH2:23][CH2:24][O:25][CH3:26])=[CH:18][CH:17]=1)=O.C(=O)(O)[O-].[Na+]. Product: [CH3:26][O:25][CH2:24][CH2:23][O:22][C:19]1[CH:18]=[CH:17][C:16]([C:14]2[N:11]=[C:8]3[CH:7]=[CH:6][C:5]([O:4][CH2:1][CH2:2][CH3:3])=[N:10][N:9]3[CH:13]=2)=[CH:21][CH:20]=1. The catalyst class is: 8. (2) Reactant: S(Cl)([Cl:4])(=O)=O.[F:6][C:7]1[CH:12]=[CH:11][C:10]([C:13]2[CH:14]([C:25]3[CH:30]=[CH:29][C:28]([I:31])=[CH:27][CH:26]=3)[O:15][C:16]3[C:21]([C:22]=2[CH3:23])=[CH:20][C:19]([OH:24])=[CH:18][CH:17]=3)=[CH:9][CH:8]=1.N1CCCCC1. Product: [Cl:4][C:20]1[C:19]([OH:24])=[CH:18][CH:17]=[C:16]2[C:21]=1[C:22]([CH3:23])=[C:13]([C:10]1[CH:11]=[CH:12][C:7]([F:6])=[CH:8][CH:9]=1)[CH:14]([C:25]1[CH:26]=[CH:27][C:28]([I:31])=[CH:29][CH:30]=1)[O:15]2. The catalyst class is: 11. (3) Reactant: [Cl:1][C:2]1[C:10]([OH:11])=[CH:9][C:8]([C:12]2[N:13]([C:29]([O:31][C:32]([CH3:35])([CH3:34])[CH3:33])=[O:30])[C:14]3[C:19]([C:20]=2C)=[CH:18][C:17]([CH2:22][N:23]2[CH2:28][CH2:27][CH2:26][CH2:25][CH2:24]2)=[CH:16][CH:15]=3)=[C:7]2[C:3]=1[CH2:4][NH:5][C:6]2=[O:36].C(=O)([O-])[O-].[Cs+].[Cs+].[Cl:43][CH2:44][CH2:45][CH2:46]I. Product: [Cl:1][C:2]1[C:10]([O:11][CH2:46][CH2:45][CH2:44][Cl:43])=[CH:9][C:8]([C:12]2[N:13]([C:29]([O:31][C:32]([CH3:34])([CH3:33])[CH3:35])=[O:30])[C:14]3[C:19]([CH:20]=2)=[CH:18][C:17]([CH2:22][N:23]2[CH2:28][CH2:27][CH2:26][CH2:25][CH2:24]2)=[CH:16][CH:15]=3)=[C:7]2[C:3]=1[CH2:4][NH:5][C:6]2=[O:36]. The catalyst class is: 10.